This data is from Full USPTO retrosynthesis dataset with 1.9M reactions from patents (1976-2016). The task is: Predict the reactants needed to synthesize the given product. (1) Given the product [Cl:6][C:7]1[C:11]([CH3:12])=[CH:10][S:9][C:8]=1[C:13]1([C:18]([NH:22][NH2:23])=[O:19])[CH2:17][CH2:16][CH2:15][CH2:14]1, predict the reactants needed to synthesize it. The reactants are: C1COCC1.[Cl:6][C:7]1[C:11]([CH3:12])=[CH:10][S:9][C:8]=1[C:13]1([C:18](Cl)=[O:19])[CH2:17][CH2:16][CH2:15][CH2:14]1.O.[NH2:22][NH2:23].C(=O)([O-])O.[Na+]. (2) The reactants are: [C:1]([CH2:4][C@H:5]1[CH2:16][CH2:15][C:14]2[S:13][C:12]3[N:11]=[CH:10][N:9]=[C:8]([O:17][CH:18]4[CH2:23][CH2:22][CH:21]([N:24]([CH2:32][CH3:33])C(=O)OC(C)(C)C)[CH2:20][CH2:19]4)[C:7]=3[C:6]1=2)(=[O:3])[NH2:2].Cl. Given the product [CH2:32]([NH:24][CH:21]1[CH2:22][CH2:23][CH:18]([O:17][C:8]2[C:7]3[C:6]4[C@@H:5]([CH2:4][C:1]([NH2:2])=[O:3])[CH2:16][CH2:15][C:14]=4[S:13][C:12]=3[N:11]=[CH:10][N:9]=2)[CH2:19][CH2:20]1)[CH3:33], predict the reactants needed to synthesize it.